From a dataset of Full USPTO retrosynthesis dataset with 1.9M reactions from patents (1976-2016). Predict the reactants needed to synthesize the given product. Given the product [C:14]([O:13][C:11]1[CH:12]=[C:7]([CH:8]=[C:9]([O:17][C:18](=[O:20])[CH3:19])[CH:10]=1)[CH:5]=[CH2:6])(=[O:16])[CH3:15], predict the reactants needed to synthesize it. The reactants are: C(O[CH:5]([C:7]1[CH:12]=[C:11]([O:13][C:14](=[O:16])[CH3:15])[CH:10]=[C:9]([O:17][C:18](=[O:20])[CH3:19])[CH:8]=1)[CH3:6])(=O)C.